This data is from Forward reaction prediction with 1.9M reactions from USPTO patents (1976-2016). The task is: Predict the product of the given reaction. (1) Given the reactants [NH2:1][C:2]1[N:7]=[CH:6][N:5]=[C:4]([NH:8][C@H:9]([C:11]2[C:20]([C:21]([OH:23])=O)=[CH:19][C:18]3[C:13](=[C:14]([F:24])[CH:15]=[CH:16][CH:17]=3)[N:12]=2)[CH3:10])[C:3]=1[C:25]#[N:26].[NH:27]1[CH2:31][CH2:30][CH2:29][CH2:28]1.CCN(C(C)C)C(C)C.F[P-](F)(F)(F)(F)F.N1(O[P+](N2CCCC2)(N2CCCC2)N2CCCC2)C2C=CC=CC=2N=N1, predict the reaction product. The product is: [NH2:1][C:2]1[C:3]([C:25]#[N:26])=[C:4]([NH:8][C@H:9]([C:11]2[C:20]([C:21]([N:27]3[CH2:31][CH2:30][CH2:29][CH2:28]3)=[O:23])=[CH:19][C:18]3[C:13](=[C:14]([F:24])[CH:15]=[CH:16][CH:17]=3)[N:12]=2)[CH3:10])[N:5]=[CH:6][N:7]=1. (2) Given the reactants [NH2:1][C:2]1[N:7]=[CH:6][C:5]([C:8]2[CH:9]=[C:10]([CH:14]=[CH:15][CH:16]=2)[C:11](O)=[O:12])=[CH:4][C:3]=1[C:17]1[CH:22]=[CH:21][CH:20]=[C:19]([O:23][CH3:24])[CH:18]=1.[CH3:25][N:26]([CH3:31])[CH2:27][CH2:28][NH:29][CH3:30].C(N(CC)CC)C.ON1C2C=CC=CC=2N=N1.Cl.CN(C)CCCN=C=N, predict the reaction product. The product is: [NH2:1][C:2]1[N:7]=[CH:6][C:5]([C:8]2[CH:9]=[C:10]([CH:14]=[CH:15][CH:16]=2)[C:11]([N:29]([CH2:28][CH2:27][N:26]([CH3:31])[CH3:25])[CH3:30])=[O:12])=[CH:4][C:3]=1[C:17]1[CH:22]=[CH:21][CH:20]=[C:19]([O:23][CH3:24])[CH:18]=1. (3) Given the reactants [H-].[Na+].[I-].[CH3:4][S+](C)C.[Cl:8][C:9]1[CH:14]=[CH:13][CH:12]=[CH:11][C:10]=1[CH2:15][CH:16]([CH3:24])[CH2:17][C:18](=[O:23])[C:19]([CH3:22])([CH3:21])[CH3:20].[Cl-].[NH4+], predict the reaction product. The product is: [C:19]([C:18]1([CH2:17][CH:16]([CH3:24])[CH2:15][C:10]2[CH:11]=[CH:12][CH:13]=[CH:14][C:9]=2[Cl:8])[CH2:4][O:23]1)([CH3:20])([CH3:22])[CH3:21]. (4) Given the reactants CS(O[CH:6]([CH:18]1[CH2:20][CH2:19]1)[CH2:7][CH2:8][C:9]1[CH:14]=[CH:13][CH:12]=[CH:11][C:10]=1[N+:15]([O-:17])=[O:16])(=O)=O.C([O-])(C)(C)C.[K+], predict the reaction product. The product is: [N+:15]([C:10]1[CH:11]=[CH:12][CH:13]=[CH:14][C:9]=1[CH:8]1[CH2:7][CH:6]1[CH:18]1[CH2:20][CH2:19]1)([O-:17])=[O:16]. (5) Given the reactants [CH3:1][O:2][C:3]1[CH:22]=[CH:21][C:6]([CH2:7][C@@H:8]2[C:12]3=[N:13][C:14]4[CH:19]=[CH:18][CH:17]=[CH:16][C:15]=4[N:11]3[C:10](=[O:20])[NH:9]2)=[CH:5][CH:4]=1.[NH2:23][C@@H:24]1[CH2:28][CH2:27][CH2:26][C@@H:25]1[OH:29].C(O)(C(F)(F)F)=O, predict the reaction product. The product is: [NH:11]1[C:15]2[CH:16]=[CH:17][CH:18]=[CH:19][C:14]=2[N:13]=[C:12]1[C@H:8]([NH:9][C:10]([NH:23][C@@H:24]1[CH2:28][CH2:27][CH2:26][C@@H:25]1[OH:29])=[O:20])[CH2:7][C:6]1[CH:5]=[CH:4][C:3]([O:2][CH3:1])=[CH:22][CH:21]=1.